Dataset: Reaction yield outcomes from USPTO patents with 853,638 reactions. Task: Predict the reaction yield, written as a fraction of the theoretical maximum amount of product (1.0 means a 100% yield; for example, 0.34 means a 34% yield). (1) The reactants are [CH2:1]([O:8][N:9]1[C:15](=[O:16])[N:14]2[CH2:17][C@H:10]1[CH2:11][CH2:12][C@H:13]2[C:18]([OH:20])=O)[C:2]1[CH:7]=[CH:6][CH:5]=[CH:4][CH:3]=1.[NH2:21][O:22][CH2:23][CH2:24][O:25][CH:26]1[CH2:31][CH2:30][N:29]([C:32]([O:34][C:35]([CH3:38])([CH3:37])[CH3:36])=[O:33])[CH2:28][CH2:27]1.ON1C2C=CC=CC=2N=N1.Cl.C(N=C=NCCCN(C)C)C. The catalyst is C(Cl)Cl. The product is [CH2:1]([O:8][N:9]1[C:15](=[O:16])[N:14]2[CH2:17][C@H:10]1[CH2:11][CH2:12][C@H:13]2[C:18]([NH:21][O:22][CH2:23][CH2:24][O:25][CH:26]1[CH2:31][CH2:30][N:29]([C:32]([O:34][C:35]([CH3:38])([CH3:37])[CH3:36])=[O:33])[CH2:28][CH2:27]1)=[O:20])[C:2]1[CH:3]=[CH:4][CH:5]=[CH:6][CH:7]=1. The yield is 0.980. (2) The reactants are [Cl:1][C:2]1[C:16]([O:17][CH3:18])=[C:15]([N+:19]([O-])=O)[CH:14]=[CH:13][C:3]=1[CH2:4][P:5](=[O:12])([O:9][CH2:10][CH3:11])[O:6][CH2:7][CH3:8].Cl.C([O-])([O-])=O.[Na+].[Na+]. The catalyst is C(O)C.C(OCC)(=O)C.[Fe]. The product is [NH2:19][C:15]1[CH:14]=[CH:13][C:3]([CH2:4][P:5](=[O:12])([O:9][CH2:10][CH3:11])[O:6][CH2:7][CH3:8])=[C:2]([Cl:1])[C:16]=1[O:17][CH3:18]. The yield is 0.890.